From a dataset of Forward reaction prediction with 1.9M reactions from USPTO patents (1976-2016). Predict the product of the given reaction. (1) Given the reactants [CH3:1][O:2][C:3]1[CH:8]=[CH:7][CH:6]=[CH:5][C:4]=1[N:9]1[CH2:14][CH2:13][N:12]([CH2:15][CH2:16][CH:17]=O)[CH2:11][CH2:10]1.[CH2:19]([NH:22][CH:23]1[CH2:31][CH2:30][C:26]2[N:27]=[CH:28][S:29][C:25]=2[CH2:24]1)[CH2:20]C, predict the reaction product. The product is: [CH2:19]([N:22]([CH2:17][CH2:16][CH2:15][N:12]1[CH2:13][CH2:14][N:9]([C:4]2[CH:5]=[CH:6][CH:7]=[CH:8][C:3]=2[O:2][CH3:1])[CH2:10][CH2:11]1)[CH:23]1[CH2:31][CH2:30][C:26]2[N:27]=[CH:28][S:29][C:25]=2[CH2:24]1)[CH3:20]. (2) The product is: [Cl:1][C:2]1[N:3]=[C:4]([C:18]2[CH:23]=[N:22][CH:21]=[CH:20][N:19]=2)[N:5]=[C:6]([NH:29][C@@H:27]([CH3:28])[C:26]([F:31])([F:30])[F:25])[C:7]=1[C:8]1[C:9]([F:16])=[CH:10][C:11]([F:15])=[CH:12][C:13]=1[F:14]. Given the reactants [Cl:1][C:2]1[C:7]([C:8]2[C:13]([F:14])=[CH:12][C:11]([F:15])=[CH:10][C:9]=2[F:16])=[C:6](Cl)[N:5]=[C:4]([C:18]2[CH:23]=[N:22][CH:21]=[CH:20][N:19]=2)[N:3]=1.Cl.[F:25][C:26]([F:31])([F:30])[C@@H:27]([NH2:29])[CH3:28].C(N(CC)C(C)C)(C)C, predict the reaction product. (3) Given the reactants Cl.[NH2:2][CH2:3][C:4]([C:6]1[CH:11]=[CH:10][C:9]([Cl:12])=[CH:8][CH:7]=1)=[O:5].[CH:13]1([N:16]=[C:17]=[O:18])[CH2:15][CH2:14]1.C(N(CC)C(C)C)(C)C, predict the reaction product. The product is: [Cl:12][C:9]1[CH:10]=[CH:11][C:6]([C:4](=[O:5])[CH2:3][NH:2][C:17]([NH:16][CH:13]2[CH2:15][CH2:14]2)=[O:18])=[CH:7][CH:8]=1. (4) The product is: [CH2:28]([O:27][C:24]1[CH:23]=[CH:22][C:21]([C:14]([NH:13][C:4](=[O:5])[CH2:3][C:1]#[N:2])([CH3:20])[CH2:15][C:16]([O:18][CH3:19])=[O:17])=[CH:26][CH:25]=1)[CH2:29][CH2:30][CH3:31]. Given the reactants [C:1]([CH2:3][C:4](O)=[O:5])#[N:2].C(Cl)(=O)C(Cl)=O.[NH2:13][C:14]([C:21]1[CH:26]=[CH:25][C:24]([O:27][CH2:28][CH2:29][CH2:30][CH3:31])=[CH:23][CH:22]=1)([CH3:20])[CH2:15][C:16]([O:18][CH3:19])=[O:17].N1C=CC=CC=1, predict the reaction product. (5) Given the reactants [CH2:1]([C:3]1[C:11]2[C:6](=[CH:7][CH:8]=[CH:9][C:10]=2[NH:12][C:13]([C:15]2[N:19]3[CH:20]=[CH:21][CH:22]=[CH:23][C:18]3=[N:17][CH:16]=2)=[O:14])[N:5]([CH2:24][C:25]2[CH:30]=[CH:29][CH:28]=[C:27]([OH:31])[N:26]=2)[N:4]=1)[CH3:2].C([O-])([O-])=O.[K+].[K+].I[CH2:39][CH3:40], predict the reaction product. The product is: [CH2:1]([C:3]1[C:11]2[C:6](=[CH:7][CH:8]=[CH:9][C:10]=2[NH:12][C:13]([C:15]2[N:19]3[CH:20]=[CH:21][CH:22]=[CH:23][C:18]3=[N:17][CH:16]=2)=[O:14])[N:5]([CH2:24][C:25]2[N:26]([CH2:39][CH3:40])[C:27](=[O:31])[CH:28]=[CH:29][CH:30]=2)[N:4]=1)[CH3:2].